This data is from CYP2C19 inhibition data for predicting drug metabolism from PubChem BioAssay. The task is: Regression/Classification. Given a drug SMILES string, predict its absorption, distribution, metabolism, or excretion properties. Task type varies by dataset: regression for continuous measurements (e.g., permeability, clearance, half-life) or binary classification for categorical outcomes (e.g., BBB penetration, CYP inhibition). Dataset: cyp2c19_veith. (1) The drug is C=C1c2c(Cl)ccc(O)c2C(O)=C2C(=O)[C@@]3(O)C(O)=C(C(N)=O)C(=O)[C@@H](N(C)C)[C@@H]3[C@@H](O)[C@H]12.O=C(O)c1cc(S(=O)(=O)O)ccc1O. The result is 0 (non-inhibitor). (2) The result is 1 (inhibitor). The drug is CN1CCc2cc3c(cc2[C@@H]1[C@@H]1C(=O)Oc2c1ccc1c2OCO1)OCO3. (3) The drug is O=C(NC12CC3CC(CC(C3)C1)C2)c1ccc(COc2ccc(Cl)cc2[N+](=O)[O-])o1. The result is 1 (inhibitor). (4) The compound is Cc1ccc(S(=O)(=O)NC(=O)NN2C[C@H]3CCC[C@@H]3C2)cc1. The result is 0 (non-inhibitor). (5) The compound is COCC(=O)Nc1c(I)c(C(=O)NC[C@@H](O)CO)c(I)c(C(=O)N(C)C[C@@H](O)CO)c1I. The result is 0 (non-inhibitor).